Dataset: Reaction yield outcomes from USPTO patents with 853,638 reactions. Task: Predict the reaction yield, written as a fraction of the theoretical maximum amount of product (1.0 means a 100% yield; for example, 0.34 means a 34% yield). The reactants are [O:1]([C:8]1[CH:13]=[CH:12][C:11](B(O)O)=[CH:10][CH:9]=1)[C:2]1[CH:7]=[CH:6][CH:5]=[CH:4][CH:3]=1.[NH2:17][C:18]1[C:19]([C:26]([NH2:28])=[O:27])=[N:20][C:21](Cl)=[C:22]([NH2:24])[N:23]=1.C(=O)([O-])[O-].[Na+].[Na+].O. The catalyst is C1(C)C=CC=CC=1.C(O)C.C1C=CC([P]([Pd]([P](C2C=CC=CC=2)(C2C=CC=CC=2)C2C=CC=CC=2)([P](C2C=CC=CC=2)(C2C=CC=CC=2)C2C=CC=CC=2)[P](C2C=CC=CC=2)(C2C=CC=CC=2)C2C=CC=CC=2)(C2C=CC=CC=2)C2C=CC=CC=2)=CC=1. The product is [NH2:17][C:18]1[C:19]([C:26]([NH2:28])=[O:27])=[N:20][C:21]([C:11]2[CH:12]=[CH:13][C:8]([O:1][C:2]3[CH:7]=[CH:6][CH:5]=[CH:4][CH:3]=3)=[CH:9][CH:10]=2)=[C:22]([NH2:24])[N:23]=1. The yield is 0.270.